Predict the product of the given reaction. From a dataset of Forward reaction prediction with 1.9M reactions from USPTO patents (1976-2016). (1) Given the reactants [Cl:1][C:2]1[CH:3]=[C:4]([C:12]2([CH3:27])[O:16][N:15]=[C:14]([C:17]3[CH:25]=[CH:24][C:20]([C:21](O)=[O:22])=[C:19]([CH3:26])[CH:18]=3)[CH2:13]2)[CH:5]=[C:6]([C:8]([F:11])([F:10])[F:9])[CH:7]=1.Cl.[NH:29]1[CH2:33][C:32](=[O:34])[NH:31][CH2:30]1.C1C=CC2N(O)N=NC=2C=1.C(N(CC)CC)C.CCN=C=NCCCN(C)C, predict the reaction product. The product is: [Cl:1][C:2]1[CH:3]=[C:4]([C:12]2([CH3:27])[O:16][N:15]=[C:14]([C:17]3[CH:25]=[CH:24][C:20]([C:21]([N:29]4[CH2:33][C:32](=[O:34])[NH:31][CH2:30]4)=[O:22])=[C:19]([CH3:26])[CH:18]=3)[CH2:13]2)[CH:5]=[C:6]([C:8]([F:9])([F:11])[F:10])[CH:7]=1. (2) Given the reactants Cl[C:2]1[C:3](=[O:16])[NH:4][C:5]2[C:10]([N:11]=1)=[CH:9][C:8]([C:12]([O:14][CH3:15])=[O:13])=[CH:7][CH:6]=2.[C:17]([O:21][C:22]([N:24]1[CH2:29][CH2:28][NH:27][C@@H:26]([CH3:30])[CH2:25]1)=[O:23])([CH3:20])([CH3:19])[CH3:18].CCN(C(C)C)C(C)C, predict the reaction product. The product is: [C:17]([O:21][C:22]([N:24]1[CH2:29][CH2:28][N:27]([C:2]2[C:3](=[O:16])[NH:4][C:5]3[C:10]([N:11]=2)=[CH:9][C:8]([C:12]([O:14][CH3:15])=[O:13])=[CH:7][CH:6]=3)[C@@H:26]([CH3:30])[CH2:25]1)=[O:23])([CH3:20])([CH3:18])[CH3:19]. (3) Given the reactants [C:1]([N:8]1[CH2:13][CH2:12][C:11]([CH2:20][N:21]=[N+]=[N-])([CH:14]2[CH2:19][CH2:18][CH2:17][CH2:16][CH2:15]2)[CH2:10][CH2:9]1)([O:3][C:4]([CH3:7])([CH3:6])[CH3:5])=[O:2].C1COCC1.C1(P(C2C=CC=CC=2)C2C=CC=CC=2)C=CC=CC=1, predict the reaction product. The product is: [C:1]([N:8]1[CH2:9][CH2:10][C:11]([CH:14]2[CH2:19][CH2:18][CH2:17][CH2:16][CH2:15]2)([CH2:20][NH2:21])[CH2:12][CH2:13]1)([O:3][C:4]([CH3:6])([CH3:7])[CH3:5])=[O:2]. (4) The product is: [CH3:1][C:2]1[CH:7]=[CH:6][C:5]([S:8]([O:11][CH2:12][P:13]([CH3:18])(=[O:17])[O:14][CH2:15][CH3:16])(=[O:9])=[O:10])=[CH:4][CH:3]=1. Given the reactants [CH3:1][C:2]1[CH:7]=[CH:6][C:5]([S:8]([O:11][CH2:12][PH:13](=[O:17])[O:14][CH2:15][CH3:16])(=[O:10])=[O:9])=[CH:4][CH:3]=1.[CH3:18][Mg+].[Br-], predict the reaction product. (5) Given the reactants [F:1][C:2]1[CH:9]=[CH:8][C:7]([CH2:10][C:11]2[NH:12][C:13]([C:26]3[CH:31]=[CH:30][CH:29]=[C:28]([CH3:32])[N:27]=3)=[C:14]([C:16]3[CH:17]=[C:18]4[C:23](=[CH:24][CH:25]=3)[N:22]=[CH:21][CH:20]=[N:19]4)[N:15]=2)=[CH:6][C:3]=1[C:4]#[N:5].[OH:33]S(O)(=O)=O.[NH4+].[OH-], predict the reaction product. The product is: [F:1][C:2]1[CH:9]=[CH:8][C:7]([CH2:10][C:11]2[NH:12][C:13]([C:26]3[CH:31]=[CH:30][CH:29]=[C:28]([CH3:32])[N:27]=3)=[C:14]([C:16]3[CH:17]=[C:18]4[C:23](=[CH:24][CH:25]=3)[N:22]=[CH:21][CH:20]=[N:19]4)[N:15]=2)=[CH:6][C:3]=1[C:4]([NH2:5])=[O:33]. (6) The product is: [Br:1][C:14]1[C:15](=[O:31])[N:16]([C:20]2[CH:21]=[C:22]([CH:27]=[CH:28][C:29]=2[CH3:30])[C:23]([O:25][CH3:26])=[O:24])[C:17]([CH3:19])=[CH:18][C:13]=1[OH:12]. Given the reactants [Br:1]N1C(C)(C)C(=O)N(Br)C1=O.[OH:12][C:13]1[CH:18]=[C:17]([CH3:19])[N:16]([C:20]2[CH:21]=[C:22]([CH:27]=[CH:28][C:29]=2[CH3:30])[C:23]([O:25][CH3:26])=[O:24])[C:15](=[O:31])[CH:14]=1, predict the reaction product. (7) Given the reactants C([O:3][C:4]([CH:6]1[CH2:11][CH2:10][N:9]([C:12]2[CH:21]=[CH:20][C:19]3[C:14](=[CH:15][CH:16]=[C:17]([Cl:35])[C:18]=3[C:22]([NH:24][CH2:25][CH2:26][C:27]3[C:32]([Cl:33])=[CH:31][CH:30]=[CH:29][C:28]=3[Cl:34])=[O:23])[N:13]=2)[CH2:8][CH2:7]1)=[O:5])C.Cl, predict the reaction product. The product is: [Cl:35][C:17]1[C:18]([C:22]([NH:24][CH2:25][CH2:26][C:27]2[C:32]([Cl:33])=[CH:31][CH:30]=[CH:29][C:28]=2[Cl:34])=[O:23])=[C:19]2[C:14](=[CH:15][CH:16]=1)[N:13]=[C:12]([N:9]1[CH2:10][CH2:11][CH:6]([C:4]([OH:5])=[O:3])[CH2:7][CH2:8]1)[CH:21]=[CH:20]2.